From a dataset of Full USPTO retrosynthesis dataset with 1.9M reactions from patents (1976-2016). Predict the reactants needed to synthesize the given product. (1) Given the product [N:11](/[C:14](=[CH:5]/[C:4]1[CH:7]=[CH:8][CH:9]=[C:2]([Br:1])[C:3]=1[CH3:10])/[C:15]([O:17][CH3:18])=[O:16])=[N+:12]=[N-:13], predict the reactants needed to synthesize it. The reactants are: [Br:1][C:2]1[C:3]([CH3:10])=[C:4]([CH:7]=[CH:8][CH:9]=1)[CH:5]=O.[N:11]([CH2:14][C:15]([O:17][CH3:18])=[O:16])=[N+:12]=[N-:13].CO[Na].[Cl-].[NH4+]. (2) Given the product [CH3:20][O:19][C:16]1[N:17]=[CH:18][C:11]2[N:10]=[C:9]([CH3:21])[N:8]([C:5]3[CH:4]=[CH:3][C:2]([O:1][CH2:24][CH2:25][CH2:26][N:27]4[CH2:31][CH2:30][CH2:29][CH2:28]4)=[CH:7][CH:6]=3)[C:13](=[O:14])[C:12]=2[CH:15]=1, predict the reactants needed to synthesize it. The reactants are: [OH:1][C:2]1[CH:7]=[CH:6][C:5]([N:8]2[C:13](=[O:14])[C:12]3[CH:15]=[C:16]([O:19][CH3:20])[N:17]=[CH:18][C:11]=3[N:10]=[C:9]2[CH3:21])=[CH:4][CH:3]=1.Br.Br[CH2:24][CH2:25][CH2:26][N:27]1[CH2:31][CH2:30][CH2:29][CH2:28]1. (3) Given the product [Br:10][C:11]1[CH:12]=[C:13]2[C:20](=[CH:21][CH:22]=1)[O:19][CH2:18][C:15]1([CH2:17][CH2:16]1)[C:14]2([C:2]([F:9])([F:8])[C:3]([O:5][CH2:6][CH3:7])=[O:4])[NH:23][S:24]([C:26]([CH3:29])([CH3:28])[CH3:27])=[O:25], predict the reactants needed to synthesize it. The reactants are: Br[C:2]([F:9])([F:8])[C:3]([O:5][CH2:6][CH3:7])=[O:4].[Br:10][C:11]1[CH:12]=[C:13]2[C:20](=[CH:21][CH:22]=1)[O:19][CH2:18][C:15]1([CH2:17][CH2:16]1)[C:14]2=[N:23][S:24]([C:26]([CH3:29])([CH3:28])[CH3:27])=[O:25]. (4) Given the product [Br:13][C:10]1[C:2]([F:1])=[CH:3][C:4]([O:11][CH3:12])=[C:5]([CH:9]=1)[C:6]([OH:8])=[O:7], predict the reactants needed to synthesize it. The reactants are: [F:1][C:2]1[CH:10]=[CH:9][C:5]([C:6]([OH:8])=[O:7])=[C:4]([O:11][CH3:12])[CH:3]=1.[Br:13]Br.O. (5) Given the product [O:1]=[C:2]1[N:6]([CH:7]2[CH2:8][CH2:9][N:10]([CH2:18][CH2:19][CH2:20][CH2:21][OH:22])[CH2:11][CH2:12]2)[C:5]2[CH:13]=[CH:14][CH:15]=[CH:16][C:4]=2[NH:3]1, predict the reactants needed to synthesize it. The reactants are: [O:1]=[C:2]1[N:6]([CH:7]2[CH2:12][CH2:11][NH:10][CH2:9][CH2:8]2)[C:5]2[CH:13]=[CH:14][CH:15]=[CH:16][C:4]=2[NH:3]1.Br[CH2:18][CH2:19][CH2:20][CH2:21][OH:22].C([O-])([O-])=O.[K+].[K+].C(O)C. (6) Given the product [F:34][C:35]([F:40])([F:39])[C:36]([OH:38])=[O:37].[CH2:31]([O:30][C:27]1[CH:28]=[CH:29][C:24]([O:23][C:22]2[N:21]=[CH:20][N:19]=[C:18]3[N:14]([CH:11]4[CH2:10][CH2:9][NH:8][CH2:13][CH2:12]4)[N:15]=[CH:16][C:17]=23)=[C:25]([F:33])[CH:26]=1)[CH3:32], predict the reactants needed to synthesize it. The reactants are: C(OC([N:8]1[CH2:13][CH2:12][CH:11]([N:14]2[C:18]3=[N:19][CH:20]=[N:21][C:22]([O:23][C:24]4[CH:29]=[CH:28][C:27]([O:30][CH2:31][CH3:32])=[CH:26][C:25]=4[F:33])=[C:17]3[CH:16]=[N:15]2)[CH2:10][CH2:9]1)=O)(C)(C)C.[F:34][C:35]([F:40])([F:39])[C:36]([OH:38])=[O:37].ClCCl.